From a dataset of NCI-60 drug combinations with 297,098 pairs across 59 cell lines. Regression. Given two drug SMILES strings and cell line genomic features, predict the synergy score measuring deviation from expected non-interaction effect. Drug 1: CC1C(C(=O)NC(C(=O)N2CCCC2C(=O)N(CC(=O)N(C(C(=O)O1)C(C)C)C)C)C(C)C)NC(=O)C3=C4C(=C(C=C3)C)OC5=C(C(=O)C(=C(C5=N4)C(=O)NC6C(OC(=O)C(N(C(=O)CN(C(=O)C7CCCN7C(=O)C(NC6=O)C(C)C)C)C)C(C)C)C)N)C. Drug 2: C(CN)CNCCSP(=O)(O)O. Cell line: M14. Synergy scores: CSS=2.72, Synergy_ZIP=-4.48, Synergy_Bliss=-6.28, Synergy_Loewe=-27.1, Synergy_HSA=-7.57.